Dataset: Forward reaction prediction with 1.9M reactions from USPTO patents (1976-2016). Task: Predict the product of the given reaction. (1) Given the reactants CN(C)C=O.[CH3:6][C:7]1[C:12]([CH3:13])=[C:11]([O:14][C:15]2[C:24]3[C:19](=[CH:20][C:21]([OH:27])=[C:22]([C:25]#[N:26])[CH:23]=3)[N:18]=[CH:17][CH:16]=2)[CH:10]=[CH:9][C:8]=1[NH:28][C:29]([NH:31][CH:32]1[CH2:34][CH2:33]1)=[O:30].CC1C=CC(S(O[CH2:46][C@@H:47]2[O:49][CH2:48]2)(=O)=O)=CC=1.C(=O)([O-])[O-].[K+].[K+], predict the reaction product. The product is: [C:25]([C:22]1[CH:23]=[C:24]2[C:19](=[CH:20][C:21]=1[O:27][CH2:46][C@H:47]1[CH2:48][O:49]1)[N:18]=[CH:17][CH:16]=[C:15]2[O:14][C:11]1[CH:10]=[CH:9][C:8]([NH:28][C:29]([NH:31][CH:32]2[CH2:33][CH2:34]2)=[O:30])=[C:7]([CH3:6])[C:12]=1[CH3:13])#[N:26]. (2) Given the reactants [S:1]1[CH:5]=[CH:4][N:3]=[C:2]1[CH2:6][OH:7].[H-].[Na+].[Cl:10][C:11]1[CH:16]=[C:15]([N+:17]([O-:19])=[O:18])[CH:14]=[CH:13][C:12]=1F.O, predict the reaction product. The product is: [Cl:10][C:11]1[CH:16]=[C:15]([N+:17]([O-:19])=[O:18])[CH:14]=[CH:13][C:12]=1[O:7][CH2:6][C:2]1[S:1][CH:5]=[CH:4][N:3]=1. (3) The product is: [CH3:3][CH:2]([O:4][C:5]([CH:7]1[CH:8]([CH3:20])[CH2:9][C:10]([C:14]2[S:15][C:16]([Br:28])=[CH:17][N:18]=2)([OH:19])[CH2:11][CH:12]1[CH3:13])=[O:6])[CH3:1]. Given the reactants [CH3:1][CH:2]([O:4][C:5]([CH:7]1[CH:12]([CH3:13])[CH2:11][C:10]([OH:19])([C:14]2[S:15][CH:16]=[CH:17][N:18]=2)[CH2:9][CH:8]1[CH3:20])=[O:6])[CH3:3].C1C(=O)N([Br:28])C(=O)C1.S([O-])([O-])=O.[Na+].[Na+].CCOC(C)=O, predict the reaction product. (4) Given the reactants [Cl:1][C:2]1[CH:17]=[CH:16][CH:15]=[C:14]([N+:18]([O-])=O)[C:3]=1[C:4]([NH:6][C:7]1[CH:12]=[CH:11][CH:10]=[CH:9][C:8]=1[CH3:13])=[O:5].C([O-])=O.[NH4+], predict the reaction product. The product is: [NH2:18][C:14]1[CH:15]=[CH:16][CH:17]=[C:2]([Cl:1])[C:3]=1[C:4]([NH:6][C:7]1[CH:12]=[CH:11][CH:10]=[CH:9][C:8]=1[CH3:13])=[O:5]. (5) Given the reactants C(Cl)(=O)C(Cl)=O.CS(C)=O.[C:11]([O:15][C:16]([N:18]1[C@@H:27]([C:28](O)=[O:29])[CH2:26][C:25]2[C:20](=[CH:21][CH:22]=[CH:23][CH:24]=2)[CH2:19]1)=[O:17])([CH3:14])([CH3:13])[CH3:12].C(N(CC)CC)C.C(=O)([O-])[O-].[Na+].[Na+], predict the reaction product. The product is: [CH:28]([C@H:27]1[CH2:26][C:25]2[C:20](=[CH:21][CH:22]=[CH:23][CH:24]=2)[CH2:19][N:18]1[C:16]([O:15][C:11]([CH3:14])([CH3:13])[CH3:12])=[O:17])=[O:29].